This data is from Full USPTO retrosynthesis dataset with 1.9M reactions from patents (1976-2016). The task is: Predict the reactants needed to synthesize the given product. (1) Given the product [NH2:14][C:13]1[C:8]([O:7][C:6]2[C:26]([CH3:28])=[CH:27][C:3]([C:1]#[N:2])=[CH:4][C:5]=2[CH3:29])=[N:9][C:10]([NH:17][C:18]2[CH:25]=[CH:24][C:21]([C:22]#[N:23])=[CH:20][CH:19]=2)=[N:11][CH:12]=1, predict the reactants needed to synthesize it. The reactants are: [C:1]([C:3]1[CH:27]=[C:26]([CH3:28])[C:6]([O:7][C:8]2[C:13]([N+:14]([O-])=O)=[CH:12][N:11]=[C:10]([NH:17][C:18]3[CH:25]=[CH:24][C:21]([C:22]#[N:23])=[CH:20][CH:19]=3)[N:9]=2)=[C:5]([CH3:29])[CH:4]=1)#[N:2]. (2) Given the product [Cl:1][C:2]1[CH:7]=[CH:6][CH:5]=[C:4]([F:8])[C:3]=1[C:9]1[NH:13][C:12](=[O:14])[N:11]([C:15]2[CH:16]=[CH:17][C:18]([C:19]([NH:28][C:27]3[CH:29]=[CH:30][C:31]([CH3:33])=[CH:32][C:26]=3[F:25])=[O:20])=[CH:23][CH:24]=2)[N:10]=1, predict the reactants needed to synthesize it. The reactants are: [Cl:1][C:2]1[CH:7]=[CH:6][CH:5]=[C:4]([F:8])[C:3]=1[C:9]1[NH:13][C:12](=[O:14])[N:11]([C:15]2[CH:24]=[CH:23][C:18]([C:19](OC)=[O:20])=[CH:17][CH:16]=2)[N:10]=1.[F:25][C:26]1[CH:32]=[C:31]([CH3:33])[CH:30]=[CH:29][C:27]=1[NH2:28].C[Al](C)C. (3) Given the product [C:33]([C:32]1[CH:31]=[CH:30][C:37]([O:38][CH3:39])=[C:36]([N:20]2[CH2:19][CH2:18][O:17][C:16]3[CH:21]=[C:12]([S:9]([NH:8][C:22]4[S:23][CH:24]=[CH:25][N:26]=4)(=[O:10])=[O:11])[CH:13]=[CH:14][C:15]2=3)[CH:35]=1)#[N:34], predict the reactants needed to synthesize it. The reactants are: COC1C=CC(C[N:8]([C:22]2[S:23][CH:24]=[CH:25][N:26]=2)[S:9]([C:12]2[CH:13]=[CH:14][C:15]3[NH:20][CH2:19][CH2:18][O:17][C:16]=3[CH:21]=2)(=[O:11])=[O:10])=CC=1.Br[C:30]1[CH:31]=[C:32]([CH:35]=[CH:36][C:37]=1[O:38][CH3:39])[C:33]#[N:34].CC1(C)C2C(=C(P(C3C=CC=CC=3)C3C=CC=CC=3)C=CC=2)OC2C(P(C3C=CC=CC=3)C3C=CC=CC=3)=CC=CC1=2.C(=O)([O-])[O-].[Cs+].[Cs+]. (4) Given the product [Cl:1][C:2]1[CH:7]=[CH:6][N:5]=[C:4]2[CH:8]=[C:9]([C:11]3[S:12][CH:13]=[C:14]([C:16]([NH:26][CH3:25])=[O:18])[N:15]=3)[S:10][C:3]=12, predict the reactants needed to synthesize it. The reactants are: [Cl:1][C:2]1[CH:7]=[CH:6][N:5]=[C:4]2[CH:8]=[C:9]([C:11]3[S:12][CH:13]=[C:14]([C:16]([OH:18])=O)[N:15]=3)[S:10][C:3]=12.C(Cl)(=O)C(Cl)=O.[CH3:25][NH2:26]. (5) Given the product [C:25]([NH:20][C:19]1[CH:21]=[CH:22][CH:23]=[CH:24][C:18]=1[O:17][C:12]1[CH:13]=[C:14]2[C:9](=[CH:10][CH:11]=1)[O:8][CH:7]([C:1]1[CH:2]=[CH:3][CH:4]=[CH:5][CH:6]=1)[CH2:16][CH2:15]2)(=[O:27])[CH3:26], predict the reactants needed to synthesize it. The reactants are: [C:1]1([CH:7]2[CH2:16][CH2:15][C:14]3[C:9](=[CH:10][CH:11]=[C:12]([O:17][C:18]4[CH:24]=[CH:23][CH:22]=[CH:21][C:19]=4[NH2:20])[CH:13]=3)[O:8]2)[CH:6]=[CH:5][CH:4]=[CH:3][CH:2]=1.[C:25](OC(=O)C)(=[O:27])[CH3:26]. (6) The reactants are: [NH:1]1[C:9]2[CH:8]3[CH2:10][CH:5]([CH2:6][CH2:7]3)[C:4]=2[C:3]([C:11](OCC)=[O:12])=[N:2]1.[H-].[Al+3].[Li+].[H-].[H-].[H-]. Given the product [NH:1]1[C:9]2[CH:8]3[CH2:10][CH:5]([CH2:6][CH2:7]3)[C:4]=2[C:3]([CH2:11][OH:12])=[N:2]1, predict the reactants needed to synthesize it. (7) Given the product [C:2]1([C:30]2[CH:35]=[CH:34][CH:33]=[CH:32][CH:31]=2)[CH:7]=[CH:6][CH:5]=[CH:4][C:3]=1[C:8]1[N:9]([CH2:23][C:24]2[CH:29]=[CH:28][CH:27]=[CH:26][CH:25]=2)[C:10](=[O:22])[C:11]([C:15]([NH:17][CH2:18][C:19]([OH:21])=[O:20])=[O:16])=[C:12]([OH:14])[N:13]=1, predict the reactants needed to synthesize it. The reactants are: Br[C:2]1[CH:7]=[CH:6][CH:5]=[CH:4][C:3]=1[C:8]1[N:9]([CH2:23][C:24]2[CH:29]=[CH:28][CH:27]=[CH:26][CH:25]=2)[C:10](=[O:22])[C:11]([C:15]([NH:17][CH2:18][C:19]([OH:21])=[O:20])=[O:16])=[C:12]([OH:14])[N:13]=1.[C:30]1(B(O)O)[CH:35]=[CH:34][CH:33]=[CH:32][CH:31]=1.C(=O)([O-])[O-].[Na+].[Na+].[OH-].[Na+].